This data is from Forward reaction prediction with 1.9M reactions from USPTO patents (1976-2016). The task is: Predict the product of the given reaction. Given the reactants [F:1][C:2]1[CH:3]=[CH:4][C:5]([N:8]2[C:16]3[CH:15]=[CH:14][N:13]=[CH:12][C:11]=3[N:10]=[CH:9]2)=[N:6][CH:7]=1.[Cl:17][C:18]1[C:26]([C:27]([F:30])([F:29])[F:28])=[CH:25][CH:24]=[CH:23][C:19]=1[C:20](Cl)=[O:21].[CH3:31][Mg+].[Br-], predict the reaction product. The product is: [Cl:17][C:18]1[C:26]([C:27]([F:30])([F:29])[F:28])=[CH:25][CH:24]=[CH:23][C:19]=1[C:20]([N:13]1[CH:14]=[CH:15][C:16]2[N:8]([C:5]3[CH:4]=[CH:3][C:2]([F:1])=[CH:7][N:6]=3)[CH:9]=[N:10][C:11]=2[CH:12]1[CH3:31])=[O:21].